The task is: Predict the product of the given reaction.. This data is from Forward reaction prediction with 1.9M reactions from USPTO patents (1976-2016). (1) Given the reactants [C:1]1([N:7]([CH:17]([CH3:26])[CH2:18][C:19]([O:21]C(C)(C)C)=[O:20])[S:8]([C:11]2[CH:16]=[CH:15][CH:14]=[CH:13][N:12]=2)(=[O:10])=[O:9])[CH:6]=[CH:5][CH:4]=[CH:3][CH:2]=1.C(O)(C(F)(F)F)=O, predict the reaction product. The product is: [C:1]1([N:7]([CH:17]([CH3:26])[CH2:18][C:19]([OH:21])=[O:20])[S:8]([C:11]2[CH:16]=[CH:15][CH:14]=[CH:13][N:12]=2)(=[O:10])=[O:9])[CH:2]=[CH:3][CH:4]=[CH:5][CH:6]=1. (2) Given the reactants [C:1]([C:3]1[CH:8]=[CH:7][C:6]([C:9]2[C:10]([CH3:24])=[N:11][N:12]([CH2:15][C:16]3[S:17][CH:18]=[C:19]([C:21]([NH2:23])=O)[N:20]=3)[C:13]=2[CH3:14])=[CH:5][CH:4]=1)#[N:2].N1C=CC=CC=1.C(Cl)(=O)C(Cl)=O.O, predict the reaction product. The product is: [C:1]([C:3]1[CH:8]=[CH:7][C:6]([C:9]2[C:10]([CH3:24])=[N:11][N:12]([CH2:15][C:16]3[S:17][CH:18]=[C:19]([C:21]#[N:23])[N:20]=3)[C:13]=2[CH3:14])=[CH:5][CH:4]=1)#[N:2]. (3) Given the reactants [F:1][C:2]1[CH:7]=[CH:6][CH:5]=[CH:4][C:3]=1[N:8]([CH3:14])[C:9](=[O:13])[CH:10](Br)[CH3:11].[C:15]1([CH:22]=[CH:21][C:19]([OH:20])=[CH:18][CH:17]=1)[OH:16].C(=O)([O-])[O-].[K+].[K+].C([N+](CCCC)(CCCC)CCCC)CCC, predict the reaction product. The product is: [F:1][C:2]1[CH:7]=[CH:6][CH:5]=[CH:4][C:3]=1[N:8]([CH3:14])[C:9](=[O:13])[CH:10]([O:16][C:15]1[CH:22]=[CH:21][C:19]([OH:20])=[CH:18][CH:17]=1)[CH3:11].